Dataset: Catalyst prediction with 721,799 reactions and 888 catalyst types from USPTO. Task: Predict which catalyst facilitates the given reaction. (1) Reactant: [H-].[Na+].[CH3:3]N(C)C=O.[N:8]1([C:14]2[CH:19]=[CH:18][C:17]([C:20]([F:23])([F:22])[F:21])=[CH:16][C:15]=2[NH:24][C:25](=[O:32])[C:26]2[CH:31]=[CH:30][N:29]=[CH:28][CH:27]=2)[CH2:13][CH2:12][CH2:11][CH2:10][CH2:9]1.CI. Product: [CH3:3][N:24]([C:15]1[CH:16]=[C:17]([C:20]([F:23])([F:21])[F:22])[CH:18]=[CH:19][C:14]=1[N:8]1[CH2:13][CH2:12][CH2:11][CH2:10][CH2:9]1)[C:25](=[O:32])[C:26]1[CH:27]=[CH:28][N:29]=[CH:30][CH:31]=1. The catalyst class is: 6. (2) Reactant: FC(F)(F)C(O)=O.C(OC([N:15]1[CH2:20][CH2:19][N:18]([C:21]([C:23]2[CH:27]=[C:26]([C:28]3[CH:33]=[CH:32][CH:31]=[CH:30][CH:29]=3)[N:25]([C:34]3[CH:35]=[N:36][C:37]([O:40][CH3:41])=[CH:38][CH:39]=3)[N:24]=2)=[O:22])[CH2:17][CH2:16]1)=O)(C)(C)C. Product: [CH3:41][O:40][C:37]1[N:36]=[CH:35][C:34]([N:25]2[C:26]([C:28]3[CH:29]=[CH:30][CH:31]=[CH:32][CH:33]=3)=[CH:27][C:23]([C:21]([N:18]3[CH2:19][CH2:20][NH:15][CH2:16][CH2:17]3)=[O:22])=[N:24]2)=[CH:39][CH:38]=1. The catalyst class is: 2. (3) Reactant: [N:1]1([C:7]2[CH:14]=[CH:13][C:10]([C:11]#[N:12])=[CH:9][CH:8]=2)[CH2:6][CH2:5][O:4][CH2:3][CH2:2]1.[H-].[H-].[H-].[H-].[Li+].[Al+3]. Product: [N:1]1([C:7]2[CH:8]=[CH:9][C:10]([CH2:11][NH2:12])=[CH:13][CH:14]=2)[CH2:6][CH2:5][O:4][CH2:3][CH2:2]1. The catalyst class is: 1. (4) Reactant: BrC1C=C[C:14]2=[C:17]3C=1C=CC=[C:7]3[C:8]1[C:9]([C:28]3[CH:33]=CC=[CH:30][CH:29]=3)=[C:10]3[CH:27]=[CH:26][CH:25]=[CH:24][C:11]3=[C:12]([C:18]3[CH:23]=[CH:22][CH:21]=[CH:20][CH:19]=3)[C:13]=12.[C:34]1([N:40]2[C:44]3[CH:45]=[CH:46][CH:47]=[CH:48][C:43]=3[N:42]=[C:41]2[C:49]2[CH:54]=[CH:53][C:52](B(O)O)=[CH:51][CH:50]=2)[CH:39]=[CH:38][CH:37]=[CH:36][CH:35]=1.[C:58]1(C)[CH:63]=[CH:62][CH:61]=[CH:60][CH:59]=1.[C:65](=O)([O-])[O-].[K+].[K+].[CH2:71](O)[CH3:72]. Product: [C:21]1([C:20]2[C:33]3[C:28]4[C:9]5[C:8]([CH:13]=[CH:30][CH:29]=4)=[C:7]([C:52]4[CH:53]=[CH:54][C:49]([C:41]6[N:40]([C:44]7[CH:43]=[CH:48][CH:47]=[CH:46][CH:45]=7)[C:34]7[CH:35]=[CH:36][CH:37]=[CH:38][C:39]=7[N:42]=6)=[CH:50][CH:51]=4)[CH:17]=[CH:14][C:10]=5[C:27]=3[C:26]([C:58]3[CH:59]=[CH:60][CH:61]=[CH:62][CH:63]=3)=[C:25]3[CH:24]=[CH:11][CH:12]=[CH:18][C:19]=23)[CH:72]=[CH:71][CH:65]=[CH:23][CH:22]=1. The catalyst class is: 73. (5) Product: [NH2:1][C:2]1[C:7]([C:8]#[N:9])=[C:6]([CH2:10][CH:11]([CH3:12])[CH3:13])[N:5]=[C:4]([NH:14][C:30](=[O:31])[CH2:29][C:25]2[CH:26]=[CH:27][CH:28]=[C:23]([O:22][CH3:21])[CH:24]=2)[CH:3]=1. Reactant: [NH2:1][C:2]1[C:7]([C:8]#[N:9])=[C:6]([CH2:10][CH:11]([CH3:13])[CH3:12])[N:5]=[C:4]([NH2:14])[CH:3]=1.N1C=CC=CC=1.[CH3:21][O:22][C:23]1[CH:24]=[C:25]([CH2:29][C:30](Cl)=[O:31])[CH:26]=[CH:27][CH:28]=1.O. The catalyst class is: 2. (6) The catalyst class is: 2. Reactant: C(O)(C(F)(F)F)=O.C([Si]1(C(C)(C)C)[O:17][C@H:16]2[C@H:18]([O:21][C:22]3[N:23](COCC[SiH](C)C)[C:24]4[C:25]([N:38]=3)=[N:26][C:27]([C:31]3[CH:36]=[CH:35][C:34]([Br:37])=[CH:33][CH:32]=3)=[C:28]([Cl:30])[CH:29]=4)[CH2:19][O:20][C@@H:15]2[CH2:14][O:13]1)(C)(C)C.CCCC[N+](CCCC)(CCCC)CCCC.[F-].C1COCC1. Product: [Br:37][C:34]1[CH:35]=[CH:36][C:31]([C:27]2[N:26]=[C:25]3[N:38]=[C:22]([O:21][C@@H:18]4[CH2:19][O:20][C@H:15]([CH2:14][OH:13])[C@H:16]4[OH:17])[NH:23][C:24]3=[CH:29][C:28]=2[Cl:30])=[CH:32][CH:33]=1. (7) Reactant: [CH:1](B1OC(C)(C)C(C)(C)O1)=[CH2:2].Cl[C:13]1[C:14]([NH:33][CH2:34][C:35]2[O:36][CH:37]=[CH:38][CH:39]=2)=[N:15][C:16]([C:23]2[CH:28]=[CH:27][C:26]([Cl:29])=[C:25]([O:30][CH3:31])[C:24]=2[F:32])=[N:17][C:18]=1[C:19]([O:21][CH3:22])=[O:20].[F-].[Cs+].ClCCl. Product: [Cl:29][C:26]1[CH:27]=[CH:28][C:23]([C:16]2[N:15]=[C:14]([NH:33][CH2:34][C:35]3[O:36][CH:37]=[CH:38][CH:39]=3)[C:13]([CH:1]=[CH2:2])=[C:18]([C:19]([O:21][CH3:22])=[O:20])[N:17]=2)=[C:24]([F:32])[C:25]=1[O:30][CH3:31]. The catalyst class is: 762. (8) Reactant: [C:1]([O:5][C:6](=[O:33])/[CH:7]=[CH:8]/[C:9]1[CH:14]=[CH:13][C:12]([C:15]([N:17]2[CH2:26][C:25]3[CH:24]=[N:23][N:22]([CH3:27])[C:21]=3[NH:20][C:19]3[CH:28]=[CH:29][CH:30]=[CH:31][C:18]2=3)=[O:16])=[CH:11][C:10]=1[CH3:32])([CH3:4])([CH3:3])[CH3:2]. Product: [C:1]([O:5][C:6](=[O:33])[CH2:7][CH2:8][C:9]1[CH:14]=[CH:13][C:12]([C:15]([N:17]2[CH2:26][C:25]3[CH:24]=[N:23][N:22]([CH3:27])[C:21]=3[NH:20][C:19]3[CH:28]=[CH:29][CH:30]=[CH:31][C:18]2=3)=[O:16])=[CH:11][C:10]=1[CH3:32])([CH3:4])([CH3:3])[CH3:2]. The catalyst class is: 19.